Task: Binary Classification. Given a drug SMILES string, predict its activity (active/inactive) in a high-throughput screening assay against a specified biological target.. Dataset: HIV replication inhibition screening data with 41,000+ compounds from the AIDS Antiviral Screen (1) The drug is O=C1C(=CNC(=S)c2ccccc2)C(=O)c2ccccc21. The result is 0 (inactive). (2) The compound is CN(N=CC=NN(C)C1=NCCCN1)C1=NCCCN1.I. The result is 0 (inactive). (3) The compound is O=C1NC(O)c2c(F)cccc2O1. The result is 0 (inactive). (4) The drug is C=C(C)C12CC3C(=NO)C(C1)C(C)C(C3=NO)C2(C)O. The result is 0 (inactive). (5) The compound is CC(=O)[OH+][Zn-2]12[OH+]c3c(Cl)cc(Cl)cc3C=[N+]1[N-]c1cccc[n+]12. The result is 0 (inactive). (6) The drug is Cn1c2c(c3ccccc31)CC1c3c(c4ccccc4n3C)CC21. The result is 0 (inactive). (7) The molecule is COc1ccccc1C1C(C(=O)Nc2ccccc2)=C(C)NC(C)=C1C(=O)Nc1ccccc1. The result is 0 (inactive).